From a dataset of Forward reaction prediction with 1.9M reactions from USPTO patents (1976-2016). Predict the product of the given reaction. (1) Given the reactants C(O[C:4]1[C:5](=[O:16])[C:6](=[O:15])[C:7]=1[NH:8][C:9]1[CH:14]=[CH:13][CH:12]=[CH:11][N:10]=1)C.[Cl:17][C:18]1[CH:31]=[CH:30][C:21]([O:22][CH2:23][CH2:24][CH2:25][CH2:26][CH2:27][CH2:28][NH2:29])=[CH:20][CH:19]=1, predict the reaction product. The product is: [Cl:17][C:18]1[CH:31]=[CH:30][C:21]([O:22][CH2:23][CH2:24][CH2:25][CH2:26][CH2:27][CH2:28][NH:29][C:4]2[C:5](=[O:16])[C:6](=[O:15])[C:7]=2[NH:8][C:9]2[CH:14]=[CH:13][CH:12]=[CH:11][N:10]=2)=[CH:20][CH:19]=1. (2) Given the reactants [F:1][C:2]([F:14])([F:13])[C:3]1[CH:11]=[C:10]2[C:6]([CH2:7][O:8][CH:9]2O)=[CH:5][CH:4]=1.[F:15][C:16]([F:30])([F:29])[C:17]1[CH:18]=[C:19]([CH:22]=[C:23]([C:25]([F:28])([F:27])[F:26])[CH:24]=1)[CH2:20][NH2:21].C(O)(=O)C.C(=O)(O)[O-].[Na+], predict the reaction product. The product is: [F:15][C:16]([F:29])([F:30])[C:17]1[CH:18]=[C:19]([CH:22]=[C:23]([C:25]([F:28])([F:26])[F:27])[CH:24]=1)[CH2:20][NH:21][CH2:9][C:10]1[CH:11]=[C:3]([C:2]([F:14])([F:13])[F:1])[CH:4]=[CH:5][C:6]=1[CH2:7][OH:8]. (3) Given the reactants [NH2:1][C:2]1[CH:20]=[CH:19][C:5]2[N:6]([C:13]3[CH:18]=[CH:17][CH:16]=[CH:15][CH:14]=3)[C:7](=[O:12])[C:8]([CH3:11])([CH3:10])[O:9][C:4]=2[CH:3]=1.[CH3:21][S:22](Cl)(=[O:24])=[O:23].N1C=CC=CC=1.C(=O)([O-])O.[Na+], predict the reaction product. The product is: [CH3:10][C:8]1([CH3:11])[C:7](=[O:12])[N:6]([C:13]2[CH:18]=[CH:17][CH:16]=[CH:15][CH:14]=2)[C:5]2[CH:19]=[CH:20][C:2]([NH:1][S:22]([CH3:21])(=[O:24])=[O:23])=[CH:3][C:4]=2[O:9]1. (4) Given the reactants C1C=CC(CNC(C[N:12]2[C:20]3[C:15](=[CH:16][CH:17]=[CH:18][CH:19]=3)[C:14](C=O)=[CH:13]2)=O)=CC=1.N[C:24]1[CH:29]=[CH:28][C:27](C=C[C:24]2[CH:29]=[CH:28][C:27](N)=[CH:26][CH:25]=2)=[CH:26][CH:25]=1.C(O[BH-](OC(=O)C)OC(=O)C)(=O)C.[Na+].COC(OC)OC.C[N:61](C=O)C, predict the reaction product. The product is: [NH2:61][C:14]([C:15]1[CH:16]=[CH:17][CH:18]=[CH:19][CH:20]=1)=[C:13]([NH2:12])[C:24]1[CH:29]=[CH:28][CH:27]=[CH:26][CH:25]=1. (5) Given the reactants [Cl:1][C:2]1[CH:9]=[CH:8][CH:7]=[C:6]([F:10])[C:3]=1[CH2:4]Cl.[CH2:11]([N:18]1[C:26]2[C:21](=[CH:22][CH:23]=[C:24]([CH2:27][C:28]([OH:30])=[O:29])[CH:25]=2)[CH:20]=[CH:19]1)[C:12]1[CH:17]=[CH:16][CH:15]=[CH:14][CH:13]=1, predict the reaction product. The product is: [Cl:1][C:2]1[CH:9]=[CH:8][CH:7]=[C:6]([F:10])[C:3]=1[CH2:4][N:18]1[C:26]2[C:21](=[CH:22][CH:23]=[C:24]([CH2:27][C:28]([OH:30])=[O:29])[CH:25]=2)[CH:20]=[CH:19]1.[CH2:11]([N:18]1[C:26]2[C:21](=[CH:22][CH:23]=[C:24]([CH2:27][C:28]([OH:30])=[O:29])[CH:25]=2)[CH:20]=[CH:19]1)[C:12]1[CH:13]=[CH:14][CH:15]=[CH:16][CH:17]=1. (6) Given the reactants [N:1]([CH2:4][C:5]1[C:9]([CH2:10][N:11]([C:19]([O:21][C:22]([CH3:25])([CH3:24])[CH3:23])=[O:20])[C:12]([O:14][C:15]([CH3:18])([CH3:17])[CH3:16])=[O:13])=[N:8][N:7]([CH2:26][C@@H:27]2[C@H:30]([NH:31][C:32](=[O:68])/[C:33](=[N:47]\[O:48][C:49]3([C:52]([O:54][CH:55]([C:62]4[CH:67]=[CH:66][CH:65]=[CH:64][CH:63]=4)[C:56]4[CH:61]=[CH:60][CH:59]=[CH:58][CH:57]=4)=[O:53])[CH2:51][CH2:50]3)/[C:34]3[N:35]=[C:36]([NH:39][C:40]([O:42][C:43]([CH3:46])([CH3:45])[CH3:44])=[O:41])[S:37][CH:38]=3)[C:29](=[O:69])[N:28]2[S:70]([OH:73])(=[O:72])=[O:71])[N:6]=1)=[N+]=[N-], predict the reaction product. The product is: [NH2:1][CH2:4][C:5]1[C:9]([CH2:10][N:11]([C:12]([O:14][C:15]([CH3:17])([CH3:18])[CH3:16])=[O:13])[C:19]([O:21][C:22]([CH3:25])([CH3:24])[CH3:23])=[O:20])=[N:8][N:7]([CH2:26][C@@H:27]2[C@H:30]([NH:31][C:32](=[O:68])/[C:33](=[N:47]\[O:48][C:49]3([C:52]([O:54][CH:55]([C:56]4[CH:61]=[CH:60][CH:59]=[CH:58][CH:57]=4)[C:62]4[CH:63]=[CH:64][CH:65]=[CH:66][CH:67]=4)=[O:53])[CH2:51][CH2:50]3)/[C:34]3[N:35]=[C:36]([NH:39][C:40]([O:42][C:43]([CH3:44])([CH3:45])[CH3:46])=[O:41])[S:37][CH:38]=3)[C:29](=[O:69])[N:28]2[S:70]([OH:73])(=[O:71])=[O:72])[N:6]=1.